Dataset: Reaction yield outcomes from USPTO patents with 853,638 reactions. Task: Predict the reaction yield, written as a fraction of the theoretical maximum amount of product (1.0 means a 100% yield; for example, 0.34 means a 34% yield). (1) The reactants are I[CH3:2].[Cl:3][C:4]1[CH:9]=[CH:8][C:7]([C:10]2[CH:11]=[N:12][C:13]([C:16]3[CH:21]=[CH:20][N:19]=[CH:18][CH:17]=3)=[N:14][CH:15]=2)=[CH:6][CH:5]=1. The catalyst is C(Cl)(Cl)Cl.CO. The product is [Cl:3][C:4]1[CH:5]=[CH:6][C:7]([C:10]2[CH:11]=[N:12][C:13]([C:16]3[CH2:21][CH2:20][N:19]([CH3:2])[CH2:18][CH:17]=3)=[N:14][CH:15]=2)=[CH:8][CH:9]=1. The yield is 0.940. (2) The product is [C:1]([C:5]1[CH:9]=[C:8]([CH2:10][CH2:11][C:12]([OH:14])=[O:13])[N:7]([CH2:17][C:18]2[CH:23]=[CH:22][C:21]([C:24]([F:27])([F:26])[F:25])=[CH:20][C:19]=2[Cl:28])[N:6]=1)([CH3:4])([CH3:2])[CH3:3]. The yield is 0.880. The reactants are [C:1]([C:5]1[CH:9]=[C:8]([CH2:10][CH2:11][C:12]([O:14]CC)=[O:13])[N:7]([CH2:17][C:18]2[CH:23]=[CH:22][C:21]([C:24]([F:27])([F:26])[F:25])=[CH:20][C:19]=2[Cl:28])[N:6]=1)([CH3:4])([CH3:3])[CH3:2].[OH-].[Na+].O1CCCC1. The catalyst is C(O)C. (3) The reactants are [CH3:1][S:2]([C:5]1[CH:10]=[CH:9][C:8]([C:11]2[N:16]=[C:15]([C:17]([F:20])([F:19])[F:18])[N:14]=[C:13]([N:21]3[CH2:26][CH2:25][NH:24][CH2:23][CH2:22]3)[C:12]=2[C:27]2[CH:32]=[CH:31][CH:30]=[CH:29][CH:28]=2)=[CH:7][CH:6]=1)(=[O:4])=[O:3].[S:33]1[CH:37]=[CH:36][CH:35]=[C:34]1[C:38](O)=[O:39].CCN=C=NCCCN(C)C.C1C=CC2N(O)N=NC=2C=1. The catalyst is CN(C)C=O.C(OCC)(=O)C. The product is [CH3:1][S:2]([C:5]1[CH:6]=[CH:7][C:8]([C:11]2[N:16]=[C:15]([C:17]([F:20])([F:19])[F:18])[N:14]=[C:13]([N:21]3[CH2:22][CH2:23][N:24]([C:38]([C:34]4[S:33][CH:37]=[CH:36][CH:35]=4)=[O:39])[CH2:25][CH2:26]3)[C:12]=2[C:27]2[CH:32]=[CH:31][CH:30]=[CH:29][CH:28]=2)=[CH:9][CH:10]=1)(=[O:4])=[O:3]. The yield is 0.486. (4) The reactants are [NH:1]1[C:9]2[C:4](=[CH:5][CH:6]=[CH:7][CH:8]=2)[CH:3]=[C:2]1[C:10]([CH3:17])([CH3:16])[C:11]([O:13][CH2:14][CH3:15])=[O:12].[N+:18]([O-])([O-:20])=[O:19].[Na+]. The catalyst is S(=O)(=O)(O)O. The product is [CH3:17][C:10]([C:2]1[NH:1][C:9]2[C:4]([CH:3]=1)=[CH:5][C:6]([N+:18]([O-:20])=[O:19])=[CH:7][CH:8]=2)([CH3:16])[C:11]([O:13][CH2:14][CH3:15])=[O:12]. The yield is 0.570.